This data is from Forward reaction prediction with 1.9M reactions from USPTO patents (1976-2016). The task is: Predict the product of the given reaction. (1) Given the reactants [C:1]1([C:9]#[N:10])([C:7]#[N:8])[CH2:6][CH2:5][CH2:4][CH2:3][CH2:2]1.[H-].[H-].[H-].[H-].[Li+].[Al+3], predict the reaction product. The product is: [NH2:8][CH2:7][C:1]1([CH2:9][NH2:10])[CH2:6][CH2:5][CH2:4][CH2:3][CH2:2]1. (2) Given the reactants [Cl:1][C:2]1[CH:15]=[CH:14][C:5]([O:6][C:7]2[CH:13]=[CH:12][C:10]([NH2:11])=[CH:9][CH:8]=2)=[CH:4][CH:3]=1.C(OC([NH:23][C@@H:24]([CH2:28][CH2:29][C:30]1[CH:35]=[CH:34][CH:33]=[CH:32][CH:31]=1)[C:25](O)=[O:26])=O)(C)(C)C, predict the reaction product. The product is: [NH2:23][C@@H:24]([CH2:28][CH2:29][C:30]1[CH:35]=[CH:34][CH:33]=[CH:32][CH:31]=1)[C:25]([NH:11][C:10]1[CH:12]=[CH:13][C:7]([O:6][C:5]2[CH:14]=[CH:15][C:2]([Cl:1])=[CH:3][CH:4]=2)=[CH:8][CH:9]=1)=[O:26]. (3) Given the reactants [OH-].[Na+].Cl.[CH2:4]([O:11][NH2:12])[C:5]1[CH:10]=[CH:9][CH:8]=[CH:7][CH:6]=1.[CH2:13]=O, predict the reaction product. The product is: [CH2:4]([O:11][N:12]=[CH2:13])[C:5]1[CH:10]=[CH:9][CH:8]=[CH:7][CH:6]=1. (4) Given the reactants C([O-])(=O)C.[O:5]=[C:6]1[C@H:9]([NH3+:10])[CH2:8][NH:7]1.CCN(CC)CC.[CH2:18]([O:25][C:26]1[CH:34]=[CH:33][C:29]([C:30](Cl)=[O:31])=[CH:28][CH:27]=1)[C:19]1[CH:24]=[CH:23][CH:22]=[CH:21][CH:20]=1, predict the reaction product. The product is: [CH2:18]([O:25][C:26]1[CH:27]=[CH:28][C:29]([C:30]([NH:10][C@@H:9]2[CH2:8][NH:7][C:6]2=[O:5])=[O:31])=[CH:33][CH:34]=1)[C:19]1[CH:20]=[CH:21][CH:22]=[CH:23][CH:24]=1. (5) Given the reactants Br[C:2]1[S:3][C:4]([C:8]2[N:9]([CH2:13][O:14][CH2:15][CH2:16][Si:17]([CH3:20])([CH3:19])[CH3:18])[CH:10]=[CH:11][N:12]=2)=[C:5]([Br:7])[N:6]=1.C[Sn](C)(C)[C:23]1[CH:28]=[CH:27][N:26]=[C:25]([NH:29][C:30](=[O:32])[CH3:31])[CH:24]=1.[Cl-].[Li+].O1CCOCC1, predict the reaction product. The product is: [Br:7][C:5]1[N:6]=[C:2]([C:23]2[CH:28]=[CH:27][N:26]=[C:25]([NH:29][C:30](=[O:32])[CH3:31])[CH:24]=2)[S:3][C:4]=1[C:8]1[N:9]([CH2:13][O:14][CH2:15][CH2:16][Si:17]([CH3:20])([CH3:19])[CH3:18])[CH:10]=[CH:11][N:12]=1.